This data is from Full USPTO retrosynthesis dataset with 1.9M reactions from patents (1976-2016). The task is: Predict the reactants needed to synthesize the given product. (1) Given the product [F:1][C:2]1[CH:7]=[C:6]([C:8]2[CH:9]=[C:10]3[C:16]([C:17]4[CH:18]=[N:19][N:20]([CH2:22][C:23]5[CH:28]=[CH:27][CH:26]=[C:25]([F:29])[CH:24]=5)[CH:21]=4)=[CH:15][NH:14][C:11]3=[N:12][CH:13]=2)[CH:5]=[N:4][C:3]=1[N:30]1[CH2:35][CH2:34][NH:33][CH2:32][CH2:31]1, predict the reactants needed to synthesize it. The reactants are: [F:1][C:2]1[C:3]([N:30]2[CH2:35][CH2:34][N:33](C(OC(C)(C)C)=O)[CH2:32][CH2:31]2)=[N:4][CH:5]=[C:6]([C:8]2[CH:9]=[C:10]3[C:16]([C:17]4[CH:18]=[N:19][N:20]([CH2:22][C:23]5[CH:28]=[CH:27][CH:26]=[C:25]([F:29])[CH:24]=5)[CH:21]=4)=[CH:15][NH:14][C:11]3=[N:12][CH:13]=2)[CH:7]=1. (2) Given the product [F:8][C:4]1[CH:5]=[CH:6][CH:7]=[C:2]([F:1])[C:3]=1[N:9]1[C:14]2[N:15]=[C:16]([N:29]3[CH2:34][CH2:33][CH:32]([NH:35][C:36](=[O:37])[O:38][C:39]([CH3:40])([CH3:42])[CH3:41])[CH2:31][CH2:30]3)[N:17]=[C:18]([C:19]3[CH:20]=[C:21]([C:22]([NH:53][CH2:52][CH2:51][C:48]4[CH:49]=[CH:50][C:45]([F:44])=[CH:46][CH:47]=4)=[O:24])[CH:25]=[CH:26][C:27]=3[CH3:28])[C:13]=2[CH2:12][NH:11][C:10]1=[O:43], predict the reactants needed to synthesize it. The reactants are: [F:1][C:2]1[CH:7]=[CH:6][CH:5]=[C:4]([F:8])[C:3]=1[N:9]1[C:14]2[N:15]=[C:16]([N:29]3[CH2:34][CH2:33][CH:32]([NH:35][C:36]([O:38][C:39]([CH3:42])([CH3:41])[CH3:40])=[O:37])[CH2:31][CH2:30]3)[N:17]=[C:18]([C:19]3[CH:20]=[C:21]([CH:25]=[CH:26][C:27]=3[CH3:28])[C:22]([OH:24])=O)[C:13]=2[CH2:12][NH:11][C:10]1=[O:43].[F:44][C:45]1[CH:50]=[CH:49][C:48]([CH2:51][CH2:52][NH2:53])=[CH:47][CH:46]=1. (3) The reactants are: [F:1][C:2]([F:7])([F:6])[C:3]([OH:5])=[O:4].[Cl:8][C:9]1[CH:10]=[N:11][C:12]2[NH:13][C:14]3[CH:15]=[CH:16][CH:17]=[C:18]([CH:40]=3)[CH2:19][CH2:20][C:21]3[CH:29]=[C:25]([NH:26][C:27]=1[N:28]=2)[CH:24]=[CH:23][C:22]=3[O:30][CH2:31][C:32](=[O:39])[N:33]1[CH2:38][CH2:37][NH:36][CH2:35][CH2:34]1.C(N(CC)C(C)C)(C)C.[C:50](Cl)(=[O:52])[CH3:51]. Given the product [F:1][C:2]([F:7])([F:6])[C:3]([OH:5])=[O:4].[C:50]([N:36]1[CH2:37][CH2:38][N:33]([C:32](=[O:39])[CH2:31][O:30][C:22]2[CH:23]=[CH:24][C:25]3[NH:26][C:27]4[N:28]=[C:12]([NH:13][C:14]5[CH:15]=[CH:16][CH:17]=[C:18]([CH:40]=5)[CH2:19][CH2:20][C:21]=2[CH:29]=3)[N:11]=[CH:10][C:9]=4[Cl:8])[CH2:34][CH2:35]1)(=[O:52])[CH3:51], predict the reactants needed to synthesize it. (4) Given the product [F:1][C:2]1[CH:3]=[C:4]([NH:5][C:9](=[O:10])[O:11][C:12]([CH3:15])([CH3:14])[CH3:13])[CH:6]=[CH:7][CH:8]=1, predict the reactants needed to synthesize it. The reactants are: [F:1][C:2]1[CH:3]=[C:4]([CH:6]=[CH:7][CH:8]=1)[NH2:5].[C:9](O[C:9]([O:11][C:12]([CH3:15])([CH3:14])[CH3:13])=[O:10])([O:11][C:12]([CH3:15])([CH3:14])[CH3:13])=[O:10]. (5) Given the product [O:9]1[CH2:10][CH2:11][O:12][CH:8]1[C:4]1[CH:3]=[C:2]([CH:19]([C:18]2[CH:21]=[CH:22][CH:23]=[C:16]([C:15]([F:14])([F:24])[F:25])[CH:17]=2)[OH:20])[CH:7]=[CH:6][CH:5]=1, predict the reactants needed to synthesize it. The reactants are: Br[C:2]1[CH:3]=[C:4]([CH:8]2[O:12][CH2:11][CH2:10][O:9]2)[CH:5]=[CH:6][CH:7]=1.[Mg].[F:14][C:15]([F:25])([F:24])[C:16]1[CH:17]=[C:18]([CH:21]=[CH:22][CH:23]=1)[CH:19]=[O:20].[NH4+].[Cl-]. (6) Given the product [C:1]1(=[CH:5][C:6]([NH:9][C:10]2[CH:11]=[C:12]([CH:32]=[CH:33][CH:34]=2)[C:13]([N:15]2[CH2:20][CH2:19][CH:18]([C:21]3[CH:22]=[C:23]([CH:29]=[CH:30][CH:31]=3)[CH2:24][NH:25][C:26](=[O:27])[O:28][CH2:35][C:52]3[CH:51]=[CH:50][CH:55]=[CH:54][CH:53]=3)[CH2:17][CH2:16]2)=[O:14])=[O:8])[CH2:2][CH2:3][CH2:4]1, predict the reactants needed to synthesize it. The reactants are: [C:1]1(=[CH:5][C:6]([OH:8])=O)[CH2:4][CH2:3][CH2:2]1.[NH2:9][C:10]1[CH:11]=[C:12]([CH:32]=[CH:33][CH:34]=1)[C:13]([N:15]1[CH2:20][CH2:19][CH:18]([C:21]2[CH:22]=[C:23]([CH:29]=[CH:30][CH:31]=2)[CH2:24][NH:25][C:26](=[O:28])[O-:27])[CH2:17][CH2:16]1)=[O:14].[CH3:35]CN(C(C)C)C(C)C.C(OCC)(=O)C.[CH3:50][CH2:51][CH2:52][CH2:53][CH2:54][CH3:55]. (7) The reactants are: C([Li])CCC.[F:6][C:7]([F:22])([F:21])[C:8]1[CH:20]=[CH:19][CH:18]=[CH:17][C:9]=1[O:10]C1CCCCO1.CN(C)CCN(C)C.CN(C)[CH:33]=[O:34]. Given the product [OH:10][C:9]1[C:8]([C:7]([F:6])([F:21])[F:22])=[CH:20][CH:19]=[CH:18][C:17]=1[CH:33]=[O:34], predict the reactants needed to synthesize it. (8) Given the product [C:1]([C:5]1[CH:6]=[CH:7][C:8]([N:11]2[C:15](=[O:16])[C:14](=[C:17]([NH:19][NH:20][C:21](=[O:32])[C:22]3[CH:23]=[CH:24][C:25]([C:28]([OH:30])=[O:29])=[CH:26][CH:27]=3)[CH3:18])[C:13]([CH3:33])=[N:12]2)=[CH:9][CH:10]=1)([CH3:2])([CH3:3])[CH3:4], predict the reactants needed to synthesize it. The reactants are: [C:1]([C:5]1[CH:10]=[CH:9][C:8]([N:11]2[C:15](=[O:16])[C:14](=[C:17]([NH:19][NH:20][C:21](=[O:32])[C:22]3[CH:27]=[CH:26][C:25]([C:28]([O:30]C)=[O:29])=[CH:24][CH:23]=3)[CH3:18])[C:13]([CH3:33])=[N:12]2)=[CH:7][CH:6]=1)([CH3:4])([CH3:3])[CH3:2].[OH-].[Na+].Cl.